From a dataset of Reaction yield outcomes from USPTO patents with 853,638 reactions. Predict the reaction yield, written as a fraction of the theoretical maximum amount of product (1.0 means a 100% yield; for example, 0.34 means a 34% yield). (1) The reactants are [NH2:1][C:2]1[CH:6]=[C:5]([C:7]2[CH:12]=[CH:11][C:10]([O:13][CH3:14])=[CH:9][CH:8]=2)[S:4][C:3]=1[C:15]([OH:17])=[O:16].[Cl:18][C:19]1[CH:24]=[C:23]([O:25][C:26]([F:29])([F:28])[F:27])[CH:22]=[C:21]([Cl:30])[C:20]=1[N:31]=[C:32]=[O:33].C(N(CC)CC)C.O. The catalyst is CN(C=O)C. The product is [Cl:18][C:19]1[CH:24]=[C:23]([O:25][C:26]([F:28])([F:27])[F:29])[CH:22]=[C:21]([Cl:30])[C:20]=1[NH:31][C:32]([NH:1][C:2]1[CH:6]=[C:5]([C:7]2[CH:8]=[CH:9][C:10]([O:13][CH3:14])=[CH:11][CH:12]=2)[S:4][C:3]=1[C:15]([OH:17])=[O:16])=[O:33]. The yield is 0.710. (2) The reactants are BrCCBr.C[Si](Cl)(C)C.[CH3:10][O:11][C:12](=[O:22])/[C:13](/I)=[CH:14]\[CH:15]1[CH2:20][CH2:19][CH2:18][CH2:17][CH2:16]1.C1(P(C2C=CC=CC=2)C2C=CC=CC=2)C=CC=CC=1.[Cl:42][C:43]1[CH:48]=[C:47](I)[CH:46]=[CH:45][C:44]=1[N:50]1[C:54]([CH3:55])=[N:53][N:52]=[N:51]1.[Cl-].[NH4+]. The catalyst is O1CCCC1.[Zn].C1C=CC(/C=C/C(/C=C/C2C=CC=CC=2)=O)=CC=1.C1C=CC(/C=C/C(/C=C/C2C=CC=CC=2)=O)=CC=1.[Pd]. The product is [CH3:10][O:11][C:12](=[O:22])/[C:13](/[C:47]1[CH:46]=[CH:45][C:44]([N:50]2[C:54]([CH3:55])=[N:53][N:52]=[N:51]2)=[C:43]([Cl:42])[CH:48]=1)=[CH:14]/[CH:15]1[CH2:20][CH2:19][CH2:18][CH2:17][CH2:16]1. The yield is 0.640. (3) The product is [OH:2][CH2:20][CH2:21][C:22]1([CH2:28][CH2:29][N:30]2[CH2:31][CH2:32][O:33][CH2:34][CH2:35]2)[CH2:23][CH2:24][CH2:25][CH2:26][CH2:27]1. The reactants are Cl.[O:2]([CH2:20][CH2:21][C:22]1([CH2:28][CH2:29][N:30]2[CH2:35][CH2:34][O:33][CH2:32][CH2:31]2)[CH2:27][CH2:26][CH2:25][CH2:24][CH2:23]1)[Si](C(C)(C)C)(C1C=CC=CC=1)C1C=CC=CC=1. The yield is 0.940. The catalyst is CO. (4) The reactants are [CH3:1][S:2][CH2:3][CH2:4][CH:5]([NH:36]C(OC(C)(C)C)=O)[C:6]([NH:8][CH:9]([C:32]([O:34][CH3:35])=[O:33])[CH2:10][C:11]1[CH:31]=[CH:30][C:14]([O:15][C:16]2[CH:29]=[CH:28][C:19]([CH:20]=[C:21]3[S:25][C:24](=[O:26])[NH:23][C:22]3=[O:27])=[CH:18][CH:17]=2)=[CH:13][CH:12]=1)=[O:7].[ClH:44]. The catalyst is ClCCl. The product is [ClH:44].[CH3:1][S:2][CH2:3][CH2:4][CH:5]([NH2:36])[C:6]([NH:8][CH:9]([C:32]([O:34][CH3:35])=[O:33])[CH2:10][C:11]1[CH:12]=[CH:13][C:14]([O:15][C:16]2[CH:17]=[CH:18][C:19]([CH:20]=[C:21]3[S:25][C:24](=[O:26])[NH:23][C:22]3=[O:27])=[CH:28][CH:29]=2)=[CH:30][CH:31]=1)=[O:7]. The yield is 0.806.